This data is from Experimentally validated miRNA-target interactions with 360,000+ pairs, plus equal number of negative samples. The task is: Binary Classification. Given a miRNA mature sequence and a target amino acid sequence, predict their likelihood of interaction. (1) The miRNA is ath-miR398b-3p with sequence UGUGUUCUCAGGUCACCCCUG. The protein sequence of the target gene is MAKGVAVLNSSEGVTGTIFFTQEGDGVTTVSGTVSGLKPGLHGFHVHALGDTTNGCMSTGPHFNPDGKTHGAPEDANRHAGDLGNITVGDDGTATFTITDCQIPLTGPNSIVGRAVVVHADPDDLGKGGHELSLATGNAGGRVACGIIGLQG. Result: 1 (interaction). (2) The miRNA is hsa-miR-193b-3p with sequence AACUGGCCCUCAAAGUCCCGCU. The protein sequence of the target gene is MIPVTELRYFADTQPAYRILKPWWDVFTDYISIVMLMIAVFGGTLQVTQDKMICLPCKWVTKDSCNDSFRGWAAPGPEPTYPNSTILPTPDTGPTGIKYDLDRHQYNYVDAVCYENRLHWFAKYFPYLVLLHTLIFLACSNFWFKFPRTSSKLEHFVSILLKCFDSPWTTRALSETVVEESDPKPAFSKMNGSMDKKSSTVSEDVEATVPMLQRTKSRIEQGIVDRSETGVLDKKEGEQAKALFEKVKKFRTHVEEGDIVYRLYMRQTIIKVIKFILIICYTVYYVHNIKFDVDCTVDIE.... Result: 1 (interaction). (3) The miRNA is hsa-miR-1913 with sequence UCUGCCCCCUCCGCUGCUGCCA. The protein sequence of the target gene is MATKRLFGATRTWAGWGAWELLNPATSGRLLARDYAKKPVMKGAKSGKGAVTSEALKDPDVCTDPVQLTTYAMGVNIYKEGQDVPLKPDAEYPEWLFEMNLGPPKTLEELDPESREYWRRLRKQNIWRHNRLSKNKRL. Result: 0 (no interaction). (4) The miRNA is rno-miR-16-5p with sequence UAGCAGCACGUAAAUAUUGGCG. The protein sequence of the target gene is MGSVRTNRYSIVSSEEDGMKLATMAVANGFGNGKSKVHTRQQCRSRFVKKDGHCNVQFINVGEKGQRYLADIFTTCVDIRWRWMLVIFCLAFVLSWLFFGCVFWLIALLHGDLDASKESKACVSEVNSFTAAFLFSIETQTTIGYGFRCVTDECPIAVFMVVFQSIVGCIIDAFIIGAVMAKMAKPKKRNETLVFSHNAVIAMRDGKLCLMWRVGNLRKSHLVEAHVRAQLLKSRITSEGEYIPLDQIDINVGFDSGIDRIFLVSPITIVHEIDEDSPLYDLSKQDIDNADFEIVVILEG.... Result: 1 (interaction). (5) The miRNA is hsa-miR-3131 with sequence UCGAGGACUGGUGGAAGGGCCUU. The protein sequence of the target gene is MAAGEPRDGGGYYFRFLPHRTFSSLSAREITSRLRQWSMLGRIQAQAFSFDQTFQPYQKDDFVMAFFKDPNVIPNLQLLSDSSGQWTTLGSEVKKIEAINVPCTQLSMSFFQRLYDENIVRESGHIVKCLDSFCDPFLISDELRKVLLMEDSEKYEVFSPVEREEFLFCLFKHLCLGGSLCQYEDVLKPYLETAKLIYKDLVSVRKHPRTKEIQITSSVFKVKAYDSVGVCYPSPKEHEQTFSYFVVDPIKRHVNVLYHCYGVGHMA. Result: 0 (no interaction). (6) The miRNA is hsa-miR-4529-3p with sequence AUUGGACUGCUGAUGGCCCGU. The protein sequence of the target gene is MAGPGSPRRASRGASALLAAALLYAALGDVVRSEQQIPLSVVKLWASAFGGEIKSIAAKYSGSQLLQKKYKEYEKDVAIEEIDGLQLVKKLAKNMEEMFHKKSEAVRRLVEAAEEAHLKHEFDADLQYEYFNAVLINERDKDGNFLELGKEFILAPNDHFNNLPVNISLSDVQVPTNMYNKDPAIVNGVYWSESLNKVFVDNFDRDPSLIWQYFGSAKGFFRQYPGIKWEPDENGVIAFDCRNRKWYIQAATSPKDVVILVDVSGSMKGLRLTIAKQTVSSILDTLGDDDFFNIIAYNEE.... Result: 1 (interaction). (7) The miRNA is rno-miR-27b-3p with sequence UUCACAGUGGCUAAGUUCUGC. The protein sequence of the target gene is MEPEEGTPLWRLQKLPAELGPQLLHKIIDGICGRAYPVYQDYHTVWESEEWMHVLEDIAKFFKAIVGKNLPDEEIFQQLNQLNSLHQETIMKCVKSRKDEIKQALSREIVAISSAQLQDFDWQVKLALSSDKIAALRMPLLSLHLDVKENGEVKPYSIEMSREELQNLIQSLEAANKVVLQLK. Result: 0 (no interaction). (8) The miRNA is hsa-miR-6778-3p with sequence UGCCUCCCUGACAUUCCACAG. The protein sequence of the target gene is MWTADEIAQLCYEHYGIRLPKKGKPEPNHEWTLLAAVVKIQSPADKACDTPDKPVQVTKEVVSMGTGTKCIGQSKMRKNGDILNDSHAEVIARRSFQRYLLHQLQLAATLKEDSIFVPGTQKGVWKLRRDLIFVFFSSHTPCGDASIIPMLEFEDQPCCPVFRNWAHNSSVEASSNLEAPGNERKCEDPDSPVTKKMRLEPGTAAREVTNGAAHHQSFGKQKSGPISPGIHSCDLTVEGLATVTRIAPGSAKVIDVYRTGAKCVPGEAGDSGKPGAAFHQVGLLRVKPGRGDRTRSMSCS.... Result: 1 (interaction).